Task: Regression/Classification. Given a drug SMILES string, predict its absorption, distribution, metabolism, or excretion properties. Task type varies by dataset: regression for continuous measurements (e.g., permeability, clearance, half-life) or binary classification for categorical outcomes (e.g., BBB penetration, CYP inhibition). Dataset: cyp3a4_veith.. Dataset: CYP3A4 inhibition data for predicting drug metabolism from PubChem BioAssay (1) The compound is COC(=O)C1=C(C)NC(C)=C(C(=O)OCCN(C)Cc2ccccc2)[C@@H]1c1cccc([N+](=O)[O-])c1. The result is 1 (inhibitor). (2) The molecule is COCCNC(=O)c1cc(-c2ccc(OC)c(OC)c2)on1. The result is 0 (non-inhibitor). (3) The result is 1 (inhibitor). The compound is COC(=O)[C@@]1(Cc2ccc(F)cc2)[C@H]2c3cc(C(=O)N4CCCC4)n(Cc4ccc(Cl)c(C(F)(F)F)c4)c3C[C@H]2CN1C(=O)c1ccccc1. (4) The molecule is N=C(N=C(N)N)N1CCOCC1. The result is 0 (non-inhibitor). (5) The compound is CS(=O)(=O)N1CCC2(CC1)CN(C(=O)Nc1cccc(F)c1)C2. The result is 0 (non-inhibitor).